Task: Predict the reactants needed to synthesize the given product.. Dataset: Full USPTO retrosynthesis dataset with 1.9M reactions from patents (1976-2016) (1) Given the product [NH2:34][C:31]1[N:30]([C:35]2[CH:40]=[CH:39][CH:38]=[CH:37][CH:36]=2)[N:29]=[C:28]([C:14]2[CH:13]=[CH:18][N:17]([CH3:19])[C:16](=[O:20])[CH:15]=2)[C:32]=1[CH3:33], predict the reactants needed to synthesize it. The reactants are: NC1N(C2C=CC=CC=2)N=C([C:13]2[CH:14]=[CH:15][C:16](=[O:20])[N:17]([CH3:19])[CH:18]=2)C=1C.FC(F)(F)S(O[C:28]1[C:32]([CH3:33])=[C:31]([NH2:34])[N:30]([C:35]2[CH:40]=[CH:39][CH:38]=[CH:37][CH:36]=2)[N:29]=1)(=O)=O.CN1C=C(B2OC(C)(C)C(C)(C)O2)C=CC1=O.CN1C=CC(B2OC(C)(C)C(C)(C)O2)=CC1=O. (2) Given the product [Br:10][C:11]([S:7][C:1]1[CH:6]=[CH:5][CH:4]=[CH:3][CH:2]=1)([F:13])[F:12], predict the reactants needed to synthesize it. The reactants are: [C:1]1([SH:7])[CH:6]=[CH:5][CH:4]=[CH:3][CH:2]=1.[H-].[Na+].[Br:10][C:11](Br)([F:13])[F:12].O. (3) The reactants are: [F:1][C:2]1[CH:10]=[C:9]2[C:5]([C:6]([CH3:16])([CH3:15])[C:7](=[O:14])[N:8]2[CH:11]([CH3:13])[CH3:12])=[CH:4][CH:3]=1.[N+:17]([O-])([OH:19])=[O:18].OS(O)(=O)=O. Given the product [F:1][C:2]1[CH:10]=[C:9]2[C:5]([C:6]([CH3:16])([CH3:15])[C:7](=[O:14])[N:8]2[CH:11]([CH3:12])[CH3:13])=[CH:4][C:3]=1[N+:17]([O-:19])=[O:18], predict the reactants needed to synthesize it. (4) Given the product [CH2:34]([O:24][C:23](=[O:25])[C:22]1[CH:26]=[CH:27][C:19]([NH:18][C:16](=[O:17])[C:15]2[CH:28]=[CH:29][CH:30]=[C:13]([NH:12][S:9]([C:5]3[CH:6]=[CH:7][CH:8]=[C:3]([C:2]([F:1])([F:31])[F:32])[CH:4]=3)(=[O:10])=[O:11])[CH:14]=2)=[CH:20][CH:21]=1)[CH3:35], predict the reactants needed to synthesize it. The reactants are: [F:1][C:2]([F:32])([F:31])[C:3]1[CH:4]=[C:5]([S:9]([NH:12][C:13]2[CH:14]=[C:15]([CH:28]=[CH:29][CH:30]=2)[C:16]([NH:18][C:19]2[CH:27]=[CH:26][C:22]([C:23]([OH:25])=[O:24])=[CH:21][CH:20]=2)=[O:17])(=[O:11])=[O:10])[CH:6]=[CH:7][CH:8]=1.F[C:34](F)(F)[C:35]1C=C(S(Cl)(=O)=O)C=CC=1. (5) The reactants are: Br[C:2]1[S:3][C:4]([NH:8][C:9](=[O:11])[CH3:10])=[C:5]([Br:7])[N:6]=1.C(NCC)C. Given the product [Br:7][C:5]1[N:6]=[CH:2][S:3][C:4]=1[NH:8][C:9](=[O:11])[CH3:10], predict the reactants needed to synthesize it. (6) Given the product [CH2:1]([N:3]([CH2:14][CH2:15][NH:16][C:17]([C:19]1[C:32]2[C:23](=[N:24][C:25]3[C:30]([N:31]=2)=[CH:29][CH:28]=[C:27]([I:46])[CH:26]=3)[CH:22]=[CH:21][CH:20]=1)=[O:18])[CH2:4][CH2:5][O:6][C:7]1[C:8]([F:13])=[N:9][CH:10]=[CH:11][CH:12]=1)[CH3:2], predict the reactants needed to synthesize it. The reactants are: [CH2:1]([N:3]([CH2:14][CH2:15][NH:16][C:17]([C:19]1[C:32]2[C:23](=[N:24][C:25]3[C:30]([N:31]=2)=[CH:29][CH:28]=[C:27]([Sn](CCCC)(CCCC)CCCC)[CH:26]=3)[CH:22]=[CH:21][CH:20]=1)=[O:18])[CH2:4][CH2:5][O:6][C:7]1[C:8]([F:13])=[N:9][CH:10]=[CH:11][CH:12]=1)[CH3:2].[I:46]I.C(=O)([O-])[O-].[Na+].[Na+].